Predict which catalyst facilitates the given reaction. From a dataset of Catalyst prediction with 721,799 reactions and 888 catalyst types from USPTO. (1) Reactant: C[O:2][C:3](=[O:21])[CH2:4][CH2:5][CH2:6][CH2:7][C:8]1[CH:13]=[CH:12][CH:11]=[C:10]([NH:14][C:15]([O:17][CH2:18][CH3:19])=[O:16])[C:9]=1[F:20].C[O-].[Li+].Cl. Product: [CH2:18]([O:17][C:15]([NH:14][C:10]1[C:9]([F:20])=[C:8]([CH2:7][CH2:6][CH2:5][CH2:4][C:3]([OH:21])=[O:2])[CH:13]=[CH:12][CH:11]=1)=[O:16])[CH3:19]. The catalyst class is: 24. (2) Reactant: Cl[C:2]1[N:20]=[CH:19][C:5]2[N:6]=[C:7]([CH3:18])[N:8]([C:11]3[CH:16]=[CH:15][C:14]([OH:17])=[CH:13][CH:12]=3)[C:9](=[O:10])[C:4]=2[CH:3]=1.C[O-].[Na+].[C:24](O)(=[O:26])C. Product: [OH:17][C:14]1[CH:15]=[CH:16][C:11]([N:8]2[C:9](=[O:10])[C:4]3[CH:3]=[C:2]([O:26][CH3:24])[N:20]=[CH:19][C:5]=3[N:6]=[C:7]2[CH3:18])=[CH:12][CH:13]=1. The catalyst class is: 5. (3) The catalyst class is: 3. Product: [C:38](=[O:52])([O:40][CH2:41][CH:42]([C:45]1[CH:50]=[CH:49][CH:48]=[CH:47][C:46]=1[Cl:51])[CH2:43][NH:44][C:21](=[O:22])[CH2:20][N:10]1[C:11](=[O:19])[N:12](/[CH:13]=[CH:14]/[C:15]([F:18])([F:17])[F:16])[C:8]([C:5]2[CH:4]=[CH:3][C:2]([Cl:1])=[CH:7][CH:6]=2)=[N:9]1)[NH2:39]. Reactant: [Cl:1][C:2]1[CH:7]=[CH:6][C:5]([C:8]2[N:12](/[CH:13]=[CH:14]/[C:15]([F:18])([F:17])[F:16])[C:11](=[O:19])[N:10]([CH2:20][C:21](O)=[O:22])[N:9]=2)=[CH:4][CH:3]=1.C(Cl)CCl.C1C=CC2N(O)N=NC=2C=1.[C:38](=[O:52])([O:40][CH2:41][CH:42]([C:45]1[CH:50]=[CH:49][CH:48]=[CH:47][C:46]=1[Cl:51])[CH2:43][NH2:44])[NH2:39]. (4) Reactant: [F:1][C:2]1[CH:3]=[C:4]([C:9]2[CH:14]=[C:13]([C:15]([F:18])([F:17])[F:16])[N:12]=[C:11]([N:19]3[CH:23]=[C:22]([Sn](CCCC)(CCCC)CCCC)[N:21]=[CH:20]3)[N:10]=2)[CH:5]=[CH:6][C:7]=1[F:8].[CH3:37][C:38]([NH:41][S:42]([C:45]1[S:49][C:48](Br)=[CH:47][CH:46]=1)(=[O:44])=[O:43])([CH3:40])[CH3:39].CCCCCC. Product: [C:38]([NH:41][S:42]([C:45]1[S:49][C:48]([C:22]2[N:21]=[CH:20][N:19]([C:11]3[N:10]=[C:9]([C:4]4[CH:5]=[CH:6][C:7]([F:8])=[C:2]([F:1])[CH:3]=4)[CH:14]=[C:13]([C:15]([F:18])([F:17])[F:16])[N:12]=3)[CH:23]=2)=[CH:47][CH:46]=1)(=[O:43])=[O:44])([CH3:40])([CH3:37])[CH3:39]. The catalyst class is: 11. (5) Reactant: [Cl:1]C(OC(Cl)C)=O.C([N:15]1[CH2:20][CH2:19][N:18]([C:21]2[C:26]([Cl:27])=[N:25][CH:24]=[CH:23][N:22]=2)[CH:17]([CH2:28][CH3:29])[CH2:16]1)C1C=CC=CC=1. Product: [ClH:1].[Cl:27][C:26]1[C:21]([N:18]2[CH2:19][CH2:20][NH:15][CH2:16][CH:17]2[CH2:28][CH3:29])=[N:22][CH:23]=[CH:24][N:25]=1. The catalyst class is: 2.